Dataset: Forward reaction prediction with 1.9M reactions from USPTO patents (1976-2016). Task: Predict the product of the given reaction. Given the reactants [CH2:1]=[C:2]([CH2:6][C:7]([OH:9])=[O:8])[C:3]([OH:5])=[O:4].[CH3:10]C1C=CC(S(N)(=O)=O)=CC=1, predict the reaction product. The product is: [CH3:10][O:8][C:7](=[O:9])[CH2:6][C:2](=[CH2:1])[C:3]([OH:5])=[O:4].